This data is from Reaction yield outcomes from USPTO patents with 853,638 reactions. The task is: Predict the reaction yield, written as a fraction of the theoretical maximum amount of product (1.0 means a 100% yield; for example, 0.34 means a 34% yield). The reactants are [Cl:1][C:2]1[CH:7]=[CH:6][C:5]([N:8]2[CH2:13][CH2:12][CH:11]([C:14](=O)[CH2:15][N:16]3[C:20]([CH3:21])=[C:19]([Cl:22])[C:18]([C:23]([F:26])([F:25])[F:24])=[N:17]3)[CH2:10][CH2:9]2)=[CH:4][C:3]=1[O:28][CH3:29].[NH3:30].[BH4-].[Na+].[OH-].[NH4+]. The catalyst is C(Cl)Cl.CCO.CC(C)[O-].[Ti+4].CC(C)[O-].CC(C)[O-].CC(C)[O-]. The product is [Cl:1][C:2]1[CH:7]=[CH:6][C:5]([N:8]2[CH2:13][CH2:12][CH:11]([CH:14]([NH2:30])[CH2:15][N:16]3[C:20]([CH3:21])=[C:19]([Cl:22])[C:18]([C:23]([F:26])([F:25])[F:24])=[N:17]3)[CH2:10][CH2:9]2)=[CH:4][C:3]=1[O:28][CH3:29]. The yield is 0.600.